Dataset: Reaction yield outcomes from USPTO patents with 853,638 reactions. Task: Predict the reaction yield, written as a fraction of the theoretical maximum amount of product (1.0 means a 100% yield; for example, 0.34 means a 34% yield). (1) The reactants are C[N:2](C)[CH:3]=[CH:4][C:5]([C:7]1[C:12](=[O:13])[CH:11]=[CH:10][N:9]([C:14]2[CH:19]=[CH:18][CH:17]=[C:16]([C:20]([F:23])([F:22])[F:21])[CH:15]=2)[N:8]=1)=O.Cl.[Cl:26][C:27]1[CH:32]=[CH:31][CH:30]=[CH:29][C:28]=1[NH:33]N.CCN(CC)CC. The catalyst is C(O)C. The product is [Cl:26][C:27]1[CH:32]=[CH:31][CH:30]=[CH:29][C:28]=1[N:33]1[C:5]([C:7]2[C:12](=[O:13])[CH:11]=[CH:10][N:9]([C:14]3[CH:19]=[CH:18][CH:17]=[C:16]([C:20]([F:23])([F:22])[F:21])[CH:15]=3)[N:8]=2)=[CH:4][CH:3]=[N:2]1. The yield is 0.340. (2) The reactants are [CH2:1]=[C:2]1[CH2:7][CH2:6][N:5]([C:8]([O:10][C:11]([CH3:14])([CH3:13])[CH3:12])=[O:9])[CH:4]([C:15]2[CH:20]=[CH:19][CH:18]=[CH:17][CH:16]=2)[CH2:3]1.B.[O:22]1CCCC1.[OH-].[Na+].OO. The catalyst is O1CCCC1.O. The product is [OH:22][CH2:1][CH:2]1[CH2:7][CH2:6][N:5]([C:8]([O:10][C:11]([CH3:14])([CH3:12])[CH3:13])=[O:9])[CH:4]([C:15]2[CH:20]=[CH:19][CH:18]=[CH:17][CH:16]=2)[CH2:3]1. The yield is 0.790. (3) The reactants are Cl.Cl.[CH2:3]([N:5]([CH:20]([CH3:22])[CH3:21])[C:6]([CH:8]1[CH2:13][CH2:12][CH2:11][N:10]([CH:14]2[CH2:19][CH2:18][NH:17][CH2:16][CH2:15]2)[CH2:9]1)=[O:7])[CH3:4].[C:23]([O:27][C:28]([NH:30][C:31]1[S:40][C:34]2=[N:35][C:36]([CH3:39])=[CH:37][CH:38]=[C:33]2[C:32]=1[C:41](O)=[O:42])=[O:29])([CH3:26])([CH3:25])[CH3:24]. No catalyst specified. The product is [CH2:3]([N:5]([CH:20]([CH3:21])[CH3:22])[C:6]([CH:8]1[CH2:13][CH2:12][CH2:11][N:10]([CH:14]2[CH2:15][CH2:16][N:17]([C:41]([C:32]3[C:33]4[C:34](=[N:35][C:36]([CH3:39])=[CH:37][CH:38]=4)[S:40][C:31]=3[NH:30][C:28](=[O:29])[O:27][C:23]([CH3:25])([CH3:24])[CH3:26])=[O:42])[CH2:18][CH2:19]2)[CH2:9]1)=[O:7])[CH3:4]. The yield is 0.360. (4) The reactants are [Br-].[CH2:2]([N+:4]([CH3:13])([CH3:12])[CH2:5][CH2:6][CH2:7][C:8]([O:10]C)=[O:9])[CH3:3]. The catalyst is C(O)C. The product is [CH2:2]([N+:4]([CH3:13])([CH3:12])[CH2:5][CH2:6][CH2:7][C:8]([O-:10])=[O:9])[CH3:3]. The yield is 0.860. (5) The catalyst is CO. The reactants are [F:1][C:2]1[CH:7]=[CH:6][C:5]([OH:8])=[C:4]([CH3:9])[CH:3]=1.[Na+].[I-:11].[OH-].[Na+].[O-]Cl.[Na+].S([O-])([O-])(=O)=S.[Na+].[Na+].Cl. The product is [F:1][C:2]1[CH:3]=[C:4]([CH3:9])[C:5]([OH:8])=[C:6]([I:11])[CH:7]=1. The yield is 0.685. (6) The reactants are Cl[C:2]1[C:3]2[N:4]([C:8]([CH2:14][C:15]3[CH:34]=[CH:33][C:18]4[C:19](=[C:29]([CH3:32])[C:30]#[N:31])[C:20]5[CH:27]=[CH:26][C:25]([F:28])=[CH:24][C:21]=5[O:22][CH2:23][C:17]=4[CH:16]=3)=[C:9]([CH:11]3[CH2:13][CH2:12]3)[N:10]=2)[CH:5]=[CH:6][N:7]=1.[CH3:35][O-:36].[Na+].O. The catalyst is CO. The product is [CH:11]1([C:9]2[N:10]=[C:3]3[C:2]([O:36][CH3:35])=[N:7][CH:6]=[CH:5][N:4]3[C:8]=2[CH2:14][C:15]2[CH:34]=[CH:33][C:18]3/[C:19](=[C:29](/[CH3:32])\[C:30]#[N:31])/[C:20]4[CH:27]=[CH:26][C:25]([F:28])=[CH:24][C:21]=4[O:22][CH2:23][C:17]=3[CH:16]=2)[CH2:13][CH2:12]1. The yield is 0.0100. (7) The reactants are [O:1]1[C:5]2[CH:6]=[CH:7][CH:8]=[CH:9][C:4]=2[CH:3]=[C:2]1[C:10]([CH:12]1[CH2:17][CH2:16][CH2:15][CH2:14][N:13]1C(OC(C)(C)C)=O)=O.O.NN.[OH-].[K+].O. The catalyst is C(O)COCCO. The product is [O:1]1[C:5]2[CH:6]=[CH:7][CH:8]=[CH:9][C:4]=2[CH:3]=[C:2]1[CH2:10][CH:12]1[CH2:17][CH2:16][CH2:15][CH2:14][NH:13]1. The yield is 0.360. (8) The product is [Cl:1][C:2]1[CH:7]=[C:6]([N+:8]([O-:10])=[O:9])[CH:5]=[C:4]([CH3:11])[C:3]=1[NH:12][C:19](=[O:20])[CH2:18][CH:13]1[CH2:17][CH2:16][CH2:15][CH2:14]1. The catalyst is C(#N)C. The yield is 0.580. The reactants are [Cl:1][C:2]1[CH:7]=[C:6]([N+:8]([O-:10])=[O:9])[CH:5]=[C:4]([CH3:11])[C:3]=1[NH2:12].[CH:13]1([CH2:18][C:19](Cl)=[O:20])[CH2:17][CH2:16][CH2:15][CH2:14]1. (9) The reactants are [CH3:1][N:2]1[C:6]([C:7]2[C:16]3[C:11](=[CH:12][CH:13]=[CH:14][CH:15]=3)[C:10]([N:17]3[CH2:22][CH2:21][CH:20]([NH2:23])[CH2:19][CH2:18]3)=[N:9][N:8]=2)=[CH:5][CH:4]=[N:3]1.[F:24][C:25]([F:35])([F:34])[C:26]1[CH:33]=[CH:32][C:29]([CH:30]=O)=[CH:28][CH:27]=1.[BH4-].[Na+].[CH2:38]=O.O. The catalyst is CO. The product is [CH3:38][N:23]([CH2:30][C:29]1[CH:32]=[CH:33][C:26]([C:25]([F:35])([F:34])[F:24])=[CH:27][CH:28]=1)[CH:20]1[CH2:21][CH2:22][N:17]([C:10]2[C:11]3[C:16](=[CH:15][CH:14]=[CH:13][CH:12]=3)[C:7]([C:6]3[N:2]([CH3:1])[N:3]=[CH:4][CH:5]=3)=[N:8][N:9]=2)[CH2:18][CH2:19]1. The yield is 0.200. (10) The reactants are [O:1]1[C:6]2[CH:7]=[CH:8][CH:9]=[C:10]([CH2:11]O)[C:5]=2[O:4][CH2:3][CH2:2]1.S(Cl)([Cl:15])=O. The catalyst is ClCCl. The product is [O:1]1[C:6]2[CH:7]=[CH:8][CH:9]=[C:10]([CH2:11][Cl:15])[C:5]=2[O:4][CH2:3][CH2:2]1. The yield is 1.00.